This data is from Catalyst prediction with 721,799 reactions and 888 catalyst types from USPTO. The task is: Predict which catalyst facilitates the given reaction. (1) Reactant: C[O:2][C:3]([C:5]1[CH:10]=[C:9]([O:11][C:12]2[C:21]3[C:16](=[CH:17][CH:18]=[CH:19][CH:20]=3)[C:15]([NH:22][C:23]([NH:25][C:26]3[CH:31]=[C:30]([C:32]([CH3:35])([CH3:34])[CH3:33])[CH:29]=[C:28]([NH:36][S:37]([CH3:40])(=[O:39])=[O:38])[C:27]=3[O:41][CH3:42])=[O:24])=[CH:14][CH:13]=2)[CH:8]=[CH:7][N:6]=1)=[O:4].O.[Li+].[OH-].Cl. Product: [C:32]([C:30]1[CH:29]=[C:28]([NH:36][S:37]([CH3:40])(=[O:38])=[O:39])[C:27]([O:41][CH3:42])=[C:26]([NH:25][C:23](=[O:24])[NH:22][C:15]2[C:16]3[C:21](=[CH:20][CH:19]=[CH:18][CH:17]=3)[C:12]([O:11][C:9]3[CH:8]=[CH:7][N:6]=[C:5]([C:3]([OH:4])=[O:2])[CH:10]=3)=[CH:13][CH:14]=2)[CH:31]=1)([CH3:35])([CH3:33])[CH3:34]. The catalyst class is: 5. (2) Product: [NH4+:9].[OH-:23].[F:1][C:2]1[CH:7]=[CH:6][CH:5]=[C:4]([F:8])[C:3]=1[N:9]1[C:14]2[N:15]=[C:16]([NH:41][CH:42]3[CH2:43][C:44]([CH3:51])([CH3:50])[NH:45][C:46]([CH3:49])([CH3:48])[CH2:47]3)[N:17]=[C:18]([C:19]3[CH:20]=[C:21]([CH:32]=[CH:33][C:34]=3[CH3:35])[C:22]([NH:24][CH2:25][C:26]3[CH:31]=[CH:30][CH:29]=[CH:28][CH:27]=3)=[O:23])[C:13]=2[CH2:12][NH:11][C:10]1=[O:40]. The catalyst class is: 1. Reactant: [F:1][C:2]1[CH:7]=[CH:6][CH:5]=[C:4]([F:8])[C:3]=1[N:9]1[C:14]2[N:15]=[C:16](S(C)(=O)=O)[N:17]=[C:18]([C:19]3[CH:20]=[C:21]([CH:32]=[CH:33][C:34]=3[CH3:35])[C:22]([NH:24][CH2:25][C:26]3[CH:31]=[CH:30][CH:29]=[CH:28][CH:27]=3)=[O:23])[C:13]=2[CH2:12][NH:11][C:10]1=[O:40].[NH2:41][CH:42]1[CH2:47][C:46]([CH3:49])([CH3:48])[NH:45][C:44]([CH3:51])([CH3:50])[CH2:43]1. (3) Reactant: [C:1]([NH:4][C:5]1[N:10]=[CH:9][C:8]([NH:11][C:12](=[O:19])OCC(Cl)(Cl)Cl)=[CH:7][CH:6]=1)(=[O:3])[CH3:2].[C:20]1([C:26]2[N:30]=[C:29]([N:31]3[CH2:36][CH2:35][NH:34][CH2:33][CH2:32]3)[S:28][N:27]=2)[CH:25]=[CH:24][CH:23]=[CH:22][CH:21]=1.C(N(C(C)C)CC)(C)C.O. Product: [C:1]([NH:4][C:5]1[N:10]=[CH:9][C:8]([NH:11][C:12]([N:34]2[CH2:35][CH2:36][N:31]([C:29]3[S:28][N:27]=[C:26]([C:20]4[CH:25]=[CH:24][CH:23]=[CH:22][CH:21]=4)[N:30]=3)[CH2:32][CH2:33]2)=[O:19])=[CH:7][CH:6]=1)(=[O:3])[CH3:2]. The catalyst class is: 16.